This data is from NCI-60 drug combinations with 297,098 pairs across 59 cell lines. The task is: Regression. Given two drug SMILES strings and cell line genomic features, predict the synergy score measuring deviation from expected non-interaction effect. (1) Drug 1: CC(CN1CC(=O)NC(=O)C1)N2CC(=O)NC(=O)C2. Drug 2: CC12CCC3C(C1CCC2OP(=O)(O)O)CCC4=C3C=CC(=C4)OC(=O)N(CCCl)CCCl.[Na+]. Cell line: HOP-62. Synergy scores: CSS=13.2, Synergy_ZIP=0.850, Synergy_Bliss=8.81, Synergy_Loewe=3.39, Synergy_HSA=7.13. (2) Drug 1: C1=CC(=CC=C1CCCC(=O)O)N(CCCl)CCCl. Drug 2: C(=O)(N)NO. Cell line: A549. Synergy scores: CSS=37.1, Synergy_ZIP=0.140, Synergy_Bliss=0.305, Synergy_Loewe=-14.7, Synergy_HSA=0.985.